Dataset: Full USPTO retrosynthesis dataset with 1.9M reactions from patents (1976-2016). Task: Predict the reactants needed to synthesize the given product. (1) Given the product [Cl:3][C:4]1[CH:9]=[CH:8][C:7]([NH:10][C:11]([C:13]2[CH:14]=[C:15]3[C:19](=[CH:20][CH:21]=2)[CH2:18][N:17]([CH2:39][CH2:38][S:35]([CH3:34])(=[O:37])=[O:36])[CH2:16]3)=[O:12])=[C:6]([N:22]2[CH2:23][CH2:24][N:25]([CH2:28][CH2:29][C:30]([F:33])([F:31])[F:32])[CH2:26][CH2:27]2)[CH:5]=1, predict the reactants needed to synthesize it. The reactants are: Cl.Cl.[Cl:3][C:4]1[CH:9]=[CH:8][C:7]([NH:10][C:11]([C:13]2[CH:14]=[C:15]3[C:19](=[CH:20][CH:21]=2)[CH2:18][NH:17][CH2:16]3)=[O:12])=[C:6]([N:22]2[CH2:27][CH2:26][N:25]([CH2:28][CH2:29][C:30]([F:33])([F:32])[F:31])[CH2:24][CH2:23]2)[CH:5]=1.[CH3:34][S:35]([CH:38]=[CH2:39])(=[O:37])=[O:36]. (2) Given the product [ClH:1].[Cl:33][C:34]1[CH:39]=[C:38]([O:40][CH3:41])[CH:37]=[CH:36][C:35]=1[C:42]1[N:43]=[C:44]([CH2:59][CH3:60])[C:45]([NH:50][C@H:51]2[C@@H:55]([O:56][CH2:57][CH3:58])[CH2:54][N:53]([C:19]3[CH:18]=[C:22]([O:23][CH3:24])[CH:21]=[CH:26][N:20]=3)[CH2:52]2)=[N:46][C:47]=1[CH2:48][CH3:49], predict the reactants needed to synthesize it. The reactants are: [Cl:1]C1C=C(Cl)C=CC=1C1N=C(CC)C(N[C@H:18]2[C@@H:22]([O:23][CH2:24]C)[CH2:21][N:20]([C:26]3SC=CN=3)[CH2:19]2)=NC=1CC.[Cl:33][C:34]1[CH:39]=[C:38]([O:40][CH3:41])[CH:37]=[CH:36][C:35]=1[C:42]1[N:43]=[C:44]([CH2:59][CH3:60])[C:45]([NH:50][C@H:51]2[C@@H:55]([O:56][CH2:57][CH3:58])[CH2:54][NH:53][CH2:52]2)=[N:46][C:47]=1[CH2:48][CH3:49].ClC1C=C(OC)C=CN=1. (3) Given the product [CH3:17][C:12]([CH3:13])([CH3:14])[CH2:11][N:10]1[C:5]2[C:6](=[N:7][C:2]([C:27]3[CH2:26][CH2:25][C:24]([CH3:23])([CH3:50])[CH:29]([NH:30][C:31](=[O:40])[O:32][CH2:33][C:34]4[CH:35]=[CH:36][CH:37]=[CH:38][CH:39]=4)[CH:28]=3)=[CH:3][CH:4]=2)[N:8]([CH3:16])[C:9]1=[O:15], predict the reactants needed to synthesize it. The reactants are: Cl[C:2]1[N:7]=[C:6]2[N:8]([CH3:16])[C:9](=[O:15])[N:10]([CH2:11][CH:12]3[CH2:14][CH2:13]3)[C:5]2=[CH:4][CH:3]=1.[C:17]([O-])([O-])=O.[Cs+].[Cs+].[CH3:23][C:24]1([CH3:50])[CH:29]([NH:30][C:31](=[O:40])[O:32][CH2:33][C:34]2[CH:39]=[CH:38][CH:37]=[CH:36][CH:35]=2)[CH:28]=[C:27](B2OC(C)(C)C(C)(C)O2)[CH2:26][CH2:25]1.O1CCOCC1. (4) Given the product [OH:1][C:2]1[CH:3]=[C:4]([CH:18]=[CH:19][C:20]=1[OH:21])[CH2:5][CH:6]1[C:10](=[O:11])[C:9]2[CH:12]=[CH:13][C:14]([OH:17])=[C:15]([OH:16])[C:8]=2[O:7]1, predict the reactants needed to synthesize it. The reactants are: [OH:1][C:2]1[CH:3]=[C:4]([CH:18]=[CH:19][C:20]=1[OH:21])[CH:5]=[C:6]1[C:10](=[O:11])[C:9]2[CH:12]=[CH:13][C:14]([OH:17])=[C:15]([OH:16])[C:8]=2[O:7]1. (5) Given the product [CH2:17]([N:13]1[CH2:14][CH2:15][N:16]([C:2]2[CH:7]=[CH:6][CH:5]=[CH:4][C:3]=2[S:8][CH3:9])[C@H:11]([CH3:10])[CH2:12]1)[C:18]1[CH:19]=[CH:20][CH:21]=[CH:22][CH:23]=1, predict the reactants needed to synthesize it. The reactants are: Br[C:2]1[CH:7]=[CH:6][CH:5]=[CH:4][C:3]=1[S:8][CH3:9].[CH3:10][C@H:11]1[NH:16][CH2:15][CH2:14][N:13]([CH2:17][C:18]2[CH:23]=[CH:22][CH:21]=[CH:20][CH:19]=2)[CH2:12]1. (6) Given the product [Cl:13][C:11]1[C:10]([C:14]([F:17])([F:16])[F:15])=[CH:9][C:8]2[O:18][C:4]([C:3]3[CH:19]=[CH:20][N:21]=[CH:22][C:2]=3[Cl:1])=[N:6][C:7]=2[CH:12]=1, predict the reactants needed to synthesize it. The reactants are: [Cl:1][C:2]1[CH:22]=[N:21][CH:20]=[CH:19][C:3]=1[C:4]([NH:6][C:7]1[CH:12]=[C:11]([Cl:13])[C:10]([C:14]([F:17])([F:16])[F:15])=[CH:9][C:8]=1[OH:18])=O.O1CCCC1.C1(P(C2C=CC=CC=2)C2C=CC=CC=2)C=CC=CC=1.N(C(OCC)=O)=NC(OCC)=O. (7) Given the product [F:1][C:2]1[CH:3]=[C:4]([C:11]2[CH:12]=[N:13][CH:14]=[N:15][CH:16]=2)[CH:5]=[CH:6][CH:7]=1, predict the reactants needed to synthesize it. The reactants are: [F:1][C:2]1[CH:3]=[C:4]([Mg]Br)[CH:5]=[CH:6][CH:7]=1.Br[C:11]1[CH:12]=[N:13][CH:14]=[N:15][CH:16]=1.